Dataset: Catalyst prediction with 721,799 reactions and 888 catalyst types from USPTO. Task: Predict which catalyst facilitates the given reaction. (1) Reactant: [CH3:1][O:2][C:3](=[O:12])[C:4]1[CH:9]=[CH:8][C:7](Br)=[CH:6][C:5]=1[Cl:11].[CH:13]1(B(O)O)[CH2:15][CH2:14]1.P([O-])([O-])([O-])=O.[K+].[K+].[K+].C1(P(C2C=CC=CC=2)C2C=CC=CC=2)C=CC=CC=1. Product: [CH3:1][O:2][C:3](=[O:12])[C:4]1[CH:9]=[CH:8][C:7]([CH:13]2[CH2:15][CH2:14]2)=[CH:6][C:5]=1[Cl:11]. The catalyst class is: 493. (2) Reactant: [CH:1]1([O:6][C:7]2[CH:8]=[C:9]([CH:11]=[CH:12][C:13]=2[O:14][CH3:15])[NH2:10])[CH2:5][CH2:4][CH2:3][CH2:2]1.[Cl:16][CH2:17][CH:18]=O.[BH3-]C#N.[Na+].C(O)(=O)C. Product: [Cl:16][CH2:17][CH2:18][NH:10][C:9]1[CH:11]=[CH:12][C:13]([O:14][CH3:15])=[C:7]([O:6][CH:1]2[CH2:2][CH2:3][CH2:4][CH2:5]2)[CH:8]=1. The catalyst class is: 5. (3) Reactant: [CH2:1]([N:8]1[C:13](=[O:14])[C:12]2[CH:15]=[C:16]([C:18](O)=[O:19])[S:17][C:11]=2[N:10]([CH3:21])[C:9]1=[O:22])[C:2]1[CH:7]=[CH:6][CH:5]=[CH:4][CH:3]=1.[CH2:23]([NH2:30])[C:24]1[CH:29]=[CH:28][CH:27]=[CH:26][CH:25]=1. Product: [CH2:23]([NH:30][C:18]([C:16]1[S:17][C:11]2[N:10]([CH3:21])[C:9](=[O:22])[N:8]([CH2:1][C:2]3[CH:7]=[CH:6][CH:5]=[CH:4][CH:3]=3)[C:13](=[O:14])[C:12]=2[CH:15]=1)=[O:19])[C:24]1[CH:29]=[CH:28][CH:27]=[CH:26][CH:25]=1. The catalyst class is: 4.